From a dataset of Forward reaction prediction with 1.9M reactions from USPTO patents (1976-2016). Predict the product of the given reaction. (1) The product is: [NH2:23][C@H:18]1[C@H:19]([F:22])[CH2:20][O:21][C@H:15]([C:14]2[N:13]([CH3:31])[N:12]=[CH:11][C:10]=2[NH:9][C:7]([C:5]2[N:6]=[C:2]([C:38]3[C:33]([F:32])=[CH:34][C:35]([C:49]4([OH:53])[CH2:50][O:51][CH2:52]4)=[CH:36][C:37]=3[F:48])[S:3][CH:4]=2)=[O:8])[CH2:16][CH2:17]1. Given the reactants Br[C:2]1[S:3][CH:4]=[C:5]([C:7]([NH:9][C:10]2[CH:11]=[N:12][N:13]([CH3:31])[C:14]=2[C@H:15]2[O:21][CH2:20][C@@H:19]([F:22])[C@H:18]([NH:23]C(=O)OC(C)(C)C)[CH2:17][CH2:16]2)=[O:8])[N:6]=1.[F:32][C:33]1[CH:34]=[C:35]([C:49]2([OH:53])[CH2:52][O:51][CH2:50]2)[CH:36]=[C:37]([F:48])[C:38]=1B1OC(C)(C)C(C)(C)O1, predict the reaction product. (2) Given the reactants [OH:1][C:2]1[CH:3]=[C:4]([CH:10]=[CH:11][CH:12]=1)[C:5]([O:7][CH2:8][CH3:9])=[O:6].Br[CH:14]1[CH2:18][CH2:17][CH2:16][CH2:15]1, predict the reaction product. The product is: [CH:14]1([O:1][C:2]2[CH:3]=[C:4]([CH:10]=[CH:11][CH:12]=2)[C:5]([O:7][CH2:8][CH3:9])=[O:6])[CH2:18][CH2:17][CH2:16][CH2:15]1. (3) Given the reactants Cl[C:2]1[N:3]=[N:4][C:5]([O:8][CH3:9])=[CH:6][CH:7]=1.C(=O)([O-])[O-].[Na+].[Na+].[CH2:16](O)[CH3:17].CCOC(C)=O.[C:25]1([CH3:31])[CH:30]=C[CH:28]=[CH:27][CH:26]=1, predict the reaction product. The product is: [CH3:31][C:25]1[CH:26]=[CH:27][CH:28]=[C:16]([CH3:17])[C:30]=1[C:2]1[N:3]=[N:4][C:5]([O:8][CH3:9])=[CH:6][CH:7]=1. (4) Given the reactants CO[CH:3](OC)[N:4]([CH3:6])[CH3:5].[CH2:9]([O:11][C:12](=[O:18])[CH2:13][C:14](=[O:17])[CH2:15][CH3:16])[CH3:10], predict the reaction product. The product is: [CH3:6][N:4]([CH:3]=[C:13]([C:14](=[O:17])[CH2:15][CH3:16])[C:12]([O:11][CH2:9][CH3:10])=[O:18])[CH3:5]. (5) Given the reactants CCN(CC)CC.Cl.[NH2:9][OH:10].[CH3:11][O:12][CH2:13][O:14][C:15]1[CH:22]=[CH:21][C:18]([CH:19]=O)=[CH:17][C:16]=1[CH3:23], predict the reaction product. The product is: [CH3:11][O:12][CH2:13][O:14][C:15]1[CH:22]=[CH:21][C:18]([CH:19]=[N:9][OH:10])=[CH:17][C:16]=1[CH3:23]. (6) The product is: [CH3:1][C@H:2]1[CH2:6][CH2:5][CH2:4][N:3]1[C:7]1[N:12]=[C:11]([NH:13][C:14]2[C:15]3[N:16]([CH:29]=[CH:30][N:31]=3)[N:17]=[C:18]([C:20]3[CH:21]=[C:22]([CH:26]=[CH:27][CH:28]=3)[C:23]([NH2:38])=[O:25])[CH:19]=2)[CH:10]=[CH:9][CH:8]=1. Given the reactants [CH3:1][C@H:2]1[CH2:6][CH2:5][CH2:4][N:3]1[C:7]1[N:12]=[C:11]([NH:13][C:14]2[C:15]3[N:16]([CH:29]=[CH:30][N:31]=3)[N:17]=[C:18]([C:20]3[CH:21]=[C:22]([CH:26]=[CH:27][CH:28]=3)[C:23]([OH:25])=O)[CH:19]=2)[CH:10]=[CH:9][CH:8]=1.C1C=CC2N(O)N=[N:38]C=2C=1.CCN(CC)CC.CCN=C=NCCCN(C)C.N, predict the reaction product. (7) Given the reactants Cl[C:2]1[C:3]2[N:10]([CH2:11][CH3:12])[CH:9]=[CH:8][C:4]=2[N:5]=[CH:6][N:7]=1.[CH3:13][C:14]1[CH:15]=[C:16]([CH:18]=[CH:19][C:20]=1[O:21][C:22]1[CH:23]=[N:24][C:25]([CH3:28])=[CH:26][CH:27]=1)[NH2:17], predict the reaction product. The product is: [CH2:11]([N:10]1[C:3]2[C:2]([NH:17][C:16]3[CH:18]=[CH:19][C:20]([O:21][C:22]4[CH:23]=[N:24][C:25]([CH3:28])=[CH:26][CH:27]=4)=[C:14]([CH3:13])[CH:15]=3)=[N:7][CH:6]=[N:5][C:4]=2[CH:8]=[CH:9]1)[CH3:12].